From a dataset of Forward reaction prediction with 1.9M reactions from USPTO patents (1976-2016). Predict the product of the given reaction. (1) Given the reactants [CH3:1][O-:2].[Na+].Cl[C:5]1[N:6]=[N+:7]([O-:15])[C:8]2[CH:14]=[CH:13][CH:12]=[CH:11][C:9]=2[N:10]=1, predict the reaction product. The product is: [CH3:1][O:2][C:5]1[N:6]=[N+:7]([O-:15])[C:8]2[CH:14]=[CH:13][CH:12]=[CH:11][C:9]=2[N:10]=1. (2) Given the reactants [CH3:1][O:2][C:3]1[CH:8]=[CH:7][C:6]([CH2:9][CH2:10][C@@:11]2([CH3:37])[C:14](=[O:15])[N:13]([C:16](=[O:26])[NH:17][C@@H:18]([C:20]3[CH:25]=[CH:24][CH:23]=[CH:22][CH:21]=3)[CH3:19])[C@@H:12]2[C:27]([O:29]CC2C=CC=CC=2)=[O:28])=[CH:5][CH:4]=1, predict the reaction product. The product is: [CH3:1][O:2][C:3]1[CH:8]=[CH:7][C:6]([CH2:9][CH2:10][C@@:11]2([CH3:37])[C:14](=[O:15])[N:13]([C:16](=[O:26])[NH:17][C@@H:18]([C:20]3[CH:21]=[CH:22][CH:23]=[CH:24][CH:25]=3)[CH3:19])[C@@H:12]2[C:27]([OH:29])=[O:28])=[CH:5][CH:4]=1. (3) Given the reactants [ClH:1].[NH:2]1[CH2:6][CH2:5][N:4]=[C:3]1/[CH:7]=[CH:8]/[C:9]1[CH:14]=[CH:13][C:12]([NH:15][C:16]([C:18]2[CH:23]=[CH:22][C:21]([C:24]3[CH:29]=[CH:28][CH:27]=[CH:26][CH:25]=3)=[CH:20][CH:19]=2)=[O:17])=[CH:11][CH:10]=1, predict the reaction product. The product is: [ClH:1].[NH:4]1[CH2:5][CH2:6][N:2]=[C:3]1[CH:7]=[CH:8][C:9]1[CH:10]=[CH:11][C:12]([NH:15][C:16]([C:18]2[CH:23]=[CH:22][C:21]([C:24]3[CH:25]=[CH:26][CH:27]=[CH:28][CH:29]=3)=[CH:20][CH:19]=2)=[O:17])=[CH:13][CH:14]=1. (4) The product is: [Cl:20][C:21]1[N:22]=[CH:23][N:24]=[C:25]([O:1][C:2]2[CH:3]=[C:4]([CH3:13])[C:5]3[NH:10][C:9](=[O:11])[CH2:8][O:7][C:6]=3[CH:12]=2)[CH:26]=1. Given the reactants [OH:1][C:2]1[CH:3]=[C:4]([CH3:13])[C:5]2[NH:10][C:9](=[O:11])[CH2:8][O:7][C:6]=2[CH:12]=1.C(=O)([O-])[O-].[K+].[K+].[Cl:20][C:21]1[CH:26]=[C:25](Cl)[N:24]=[CH:23][N:22]=1.O, predict the reaction product. (5) Given the reactants [C:1]([C:3]1[CH:8]=[CH:7][C:6]([CH3:9])=[CH:5][C:4]=1[CH2:10][C:11]([OH:13])=O)#[CH:2].C(Cl)(=O)C([Cl:17])=O, predict the reaction product. The product is: [C:1]([C:3]1[CH:8]=[CH:7][C:6]([CH3:9])=[CH:5][C:4]=1[CH2:10][C:11]([Cl:17])=[O:13])#[CH:2]. (6) Given the reactants Cl.C(N=C=N[CH2:7][CH2:8][CH2:9][N:10]([CH3:12])C)C.[OH2:13].ON1[C:19]2[CH:20]=C[CH:22]=[CH:23][C:18]=2N=N1.C(C1C=CC2N=C([C:39]3[O:43][C:42]([C:44](O)=[O:45])=[CH:41][CH:40]=3)NC=2C=1)(=O)C1C=CC=CC=1.[NH:49]1[CH2:53][CH2:52][CH2:51][CH2:50]1.[N:54]1[CH:59]=[CH:58][CH:57]=[CH:56][CH:55]=1, predict the reaction product. The product is: [C:56]([C:57]1[CH:7]=[CH:8][C:9]2[N:10]=[C:12]([C:40]3[CH:41]=[C:42]([C:44]([N:49]4[CH2:53][CH2:52][CH2:51][CH2:50]4)=[O:45])[O:43][CH:39]=3)[NH:54][C:59]=2[CH:58]=1)(=[O:13])[C:55]1[CH:22]=[CH:23][CH:18]=[CH:19][CH:20]=1.